This data is from Forward reaction prediction with 1.9M reactions from USPTO patents (1976-2016). The task is: Predict the product of the given reaction. (1) Given the reactants FC([I:12])(C1C=CC=CC=1)C(O)=O.[F:13][C:14]1[CH:19]=[C:18](I)[CH:17]=[CH:16][C:15]=1[CH2:21][C:22](O)=O.S(=O)(=O)(O)O.[OH2:30].[CH2:31]([OH:33])[CH3:32], predict the reaction product. The product is: [C:31]([O:33][C:19]1[CH:18]=[CH:17][C:16]([I:12])=[C:15]([CH2:21][CH3:22])[C:14]=1[F:13])(=[O:30])[CH3:32]. (2) Given the reactants C=C.S(=O)(=O)(O)O.[C:8]([O:13][CH3:14])(=[O:12])[C:9]([CH3:11])=[CH2:10].[C:15]([O:19][CH2:20][CH2:21][CH2:22][CH3:23])(=[O:18])[CH:16]=[CH2:17].C(S)CCCCCCCCCCC, predict the reaction product. The product is: [C:8]([O:13][CH3:14])(=[O:12])[C:9]([CH3:11])=[CH2:10].[C:15]([O:19][CH2:20][CH2:21][CH2:22][CH3:23])(=[O:18])[CH:16]=[CH2:17]. (3) Given the reactants C[O:2][C:3](=[O:38])/[CH:4]=[CH:5]/[C:6]1[C:10]([C:11](=[O:30])[C:12](=[O:29])[N:13]2[CH2:18][CH2:17][N:16]([C:19]3[CH:24]=[CH:23][CH:22]=[C:21]([C:25]([F:28])([F:27])[F:26])[CH:20]=3)[CH2:15][CH2:14]2)=[C:9]([CH3:31])[NH:8][C:7]=1[C:32]1[CH:37]=[CH:36][CH:35]=[CH:34][CH:33]=1.[OH-].[Na+].O, predict the reaction product. The product is: [CH3:31][C:9]1[NH:8][C:7]([C:32]2[CH:33]=[CH:34][CH:35]=[CH:36][CH:37]=2)=[C:6](/[CH:5]=[CH:4]/[C:3]([OH:38])=[O:2])[C:10]=1[C:11](=[O:30])[C:12](=[O:29])[N:13]1[CH2:18][CH2:17][N:16]([C:19]2[CH:24]=[CH:23][CH:22]=[C:21]([C:25]([F:28])([F:27])[F:26])[CH:20]=2)[CH2:15][CH2:14]1.